Dataset: Forward reaction prediction with 1.9M reactions from USPTO patents (1976-2016). Task: Predict the product of the given reaction. (1) Given the reactants [CH3:1][C:2]([C@H:4]1[C@@H:8]2[C@@H:9]3[C@@:22]([CH3:25])([CH2:23][CH2:24][C@@:7]2([CH:31]=[O:32])[CH2:6][CH2:5]1)[C@@:21]1([CH3:26])[C@@H:12]([C@:13]2([CH3:30])[C@@H:18]([CH2:19][CH2:20]1)[C:17]([CH3:28])([CH3:27])[C@@H:16]([OH:29])[CH2:15][CH2:14]2)[CH2:11][CH2:10]3)=[CH2:3].O.Cl([O-])=[O:35].[Na+], predict the reaction product. The product is: [CH3:3][C:2]([C@H:4]1[C@@H:8]2[C@@H:9]3[C@@:22]([CH3:25])([CH2:23][CH2:24][C@@:7]2([C:31]([OH:35])=[O:32])[CH2:6][CH2:5]1)[C@@:21]1([CH3:26])[C@@H:12]([C@:13]2([CH3:30])[C@@H:18]([CH2:19][CH2:20]1)[C:17]([CH3:28])([CH3:27])[C@@H:16]([OH:29])[CH2:15][CH2:14]2)[CH2:11][CH2:10]3)=[CH2:1]. (2) Given the reactants C(=O)([O-])[O-].[Na+].[Na+].C12(O)CC3CC(CC(O)(C3)C1)C2.C(OC=C)(=O)C.[CH:25]([O:27][C:28]12[CH2:37][CH:32]3[CH2:33][CH:34]([CH2:36][C:30]([O:38]C=C)([CH2:31]3)[CH2:29]1)[CH2:35]2)=[CH2:26], predict the reaction product. The product is: [CH:25]([O:27][C:28]12[CH2:37][CH:32]3[CH2:33][CH:34]([CH2:36][C:30]([OH:38])([CH2:31]3)[CH2:29]1)[CH2:35]2)=[CH2:26].